This data is from Full USPTO retrosynthesis dataset with 1.9M reactions from patents (1976-2016). The task is: Predict the reactants needed to synthesize the given product. The reactants are: [Cl:1][C:2]1[CH:7]=[C:6]([C:8]2[C:17]3[C:12](=[CH:13][C:14]([S:18](OC4C(F)=C(F)C(F)=C(F)C=4F)(=[O:20])=[O:19])=[CH:15][CH:16]=3)[C:11]([O:33][CH3:34])=[N:10][N:9]=2)[C:5]([O:35][CH3:36])=[CH:4][C:3]=1[C:37]1[CH:42]=[CH:41][CH:40]=[C:39]([F:43])[CH:38]=1.[O:44]1[CH:48]=[CH:47][C:46]([NH2:49])=[N:45]1.C[Si]([N-][Si](C)(C)C)(C)C.[Li+]. Given the product [Cl:1][C:2]1[CH:7]=[C:6]([C:8]2[C:17]3[C:12](=[CH:13][C:14]([S:18]([NH:49][C:46]4[CH:47]=[CH:48][O:44][N:45]=4)(=[O:20])=[O:19])=[CH:15][CH:16]=3)[C:11]([O:33][CH3:34])=[N:10][N:9]=2)[C:5]([O:35][CH3:36])=[CH:4][C:3]=1[C:37]1[CH:42]=[CH:41][CH:40]=[C:39]([F:43])[CH:38]=1, predict the reactants needed to synthesize it.